From a dataset of Full USPTO retrosynthesis dataset with 1.9M reactions from patents (1976-2016). Predict the reactants needed to synthesize the given product. (1) Given the product [Cl:26][C:27]1[N:32]=[C:31]([NH:1][C:2]2[CH:3]=[C:4]([S:8]([NH:11][C:12]3[CH:13]=[C:14]([NH:18][C:19](=[O:25])[O:20][C:21]([CH3:22])([CH3:24])[CH3:23])[CH:15]=[CH:16][CH:17]=3)(=[O:10])=[O:9])[CH:5]=[CH:6][CH:7]=2)[C:30]([Cl:34])=[CH:29][N:28]=1, predict the reactants needed to synthesize it. The reactants are: [NH2:1][C:2]1[CH:3]=[C:4]([S:8]([NH:11][C:12]2[CH:13]=[C:14]([NH:18][C:19](=[O:25])[O:20][C:21]([CH3:24])([CH3:23])[CH3:22])[CH:15]=[CH:16][CH:17]=2)(=[O:10])=[O:9])[CH:5]=[CH:6][CH:7]=1.[Cl:26][C:27]1[N:32]=[C:31](Cl)[C:30]([Cl:34])=[CH:29][N:28]=1.C(=O)([O-])[O-].[K+].[K+]. (2) Given the product [F:12][C:13]1[CH:38]=[CH:37][C:36]([N+:39]([O-:41])=[O:40])=[CH:35][C:14]=1[CH:15]=[CH:42][CH3:43], predict the reactants needed to synthesize it. The reactants are: C[Si]([N-][Si](C)(C)C)(C)C.[Na+].[Br-].[F:12][C:13]1[CH:38]=[CH:37][C:36]([N+:39]([O-:41])=[O:40])=[CH:35][C:14]=1[CH2:15][P+](C1C=CC=CC=1)(C1C=CC=CC=1)C1C=CC=CC=1.[CH:42](=O)[CH3:43].O. (3) Given the product [Cl:1][C:2]1[N:3]=[CH:4][C:5]2[CH:9]=[CH:10][NH:8][C:6]=2[N:7]=1, predict the reactants needed to synthesize it. The reactants are: [Cl:1][C:2]1[N:7]=[C:6]([NH2:8])[C:5]([CH:9]=[CH:10]OCC)=[CH:4][N:3]=1.Cl. (4) The reactants are: Cl[CH2:2][C:3]1[CH:27]=[CH:26][C:6]([C:7]([NH:9][C:10]2[N:25]=[C:13]3[CH:14]=[CH:15][CH:16]=[C:17]([NH:18][CH:19]4[CH2:24][CH2:23][CH2:22][CH2:21][CH2:20]4)[N:12]3[N:11]=2)=[O:8])=[CH:5][CH:4]=1.[CH3:28][O:29][CH2:30][CH2:31][NH:32][CH3:33]. Given the product [CH:19]1([NH:18][C:17]2[N:12]3[N:11]=[C:10]([NH:9][C:7](=[O:8])[C:6]4[CH:26]=[CH:27][C:3]([CH2:2][N:32]([CH2:31][CH2:30][O:29][CH3:28])[CH3:33])=[CH:4][CH:5]=4)[N:25]=[C:13]3[CH:14]=[CH:15][CH:16]=2)[CH2:20][CH2:21][CH2:22][CH2:23][CH2:24]1, predict the reactants needed to synthesize it. (5) Given the product [Cl:41][C:42]1[CH:43]=[CH:44][C:45]([CH2:46][N:47]2[C:55]3[C:50](=[CH:51][CH:52]=[CH:53][CH:54]=3)[C:49]([CH:56]([C:13]3[N:14]([CH2:15][O:16][CH2:17][CH2:18][Si:19]([CH3:22])([CH3:21])[CH3:20])[C:10]([S:7]([C:4]4[CH:5]=[CH:6][C:1]([CH3:29])=[CH:2][CH:3]=4)(=[O:9])=[O:8])=[C:11]([C:23]4[CH:28]=[CH:27][CH:26]=[CH:25][N:24]=4)[N:12]=3)[OH:57])=[CH:48]2)=[CH:58][CH:59]=1, predict the reactants needed to synthesize it. The reactants are: [C:1]1([CH3:29])[CH:6]=[CH:5][C:4]([S:7]([C:10]2[N:14]([CH2:15][O:16][CH2:17][CH2:18][Si:19]([CH3:22])([CH3:21])[CH3:20])[CH:13]=[N:12][C:11]=2[C:23]2[CH:28]=[CH:27][CH:26]=[CH:25][N:24]=2)(=[O:9])=[O:8])=[CH:3][CH:2]=1.[Li]CCCC.CCCCCC.[Cl:41][C:42]1[CH:59]=[CH:58][C:45]([CH2:46][N:47]2[C:55]3[C:50](=[CH:51][CH:52]=[CH:53][CH:54]=3)[C:49]([CH:56]=[O:57])=[CH:48]2)=[CH:44][CH:43]=1. (6) Given the product [Cl:55][C:16]1[N:11]2[N:10]=[C:9]([C:7]3[CH:6]=[CH:5][N:4]=[C:3]([S:2][CH3:1])[N:8]=3)[C:17]([C:18]3[CH:23]=[CH:22][N:21]=[C:20]([S:24][CH3:25])[N:19]=3)=[C:12]2[CH:13]=[CH:14][CH:15]=1, predict the reactants needed to synthesize it. The reactants are: [CH3:1][S:2][C:3]1[N:8]=[C:7]([C:9]2[C:17]([C:18]3[CH:23]=[CH:22][N:21]=[C:20]([S:24][CH3:25])[N:19]=3)=[C:12]3[CH:13]=[CH:14][CH:15]=[CH:16][N:11]3[N:10]=2)[CH:6]=[CH:5][N:4]=1.C([N-]C(C)C)(C)C.[Li+].CCCCCCC.O1CCCC1.C(C1C=CC=CC=1)C.C(Cl)(Cl)(Cl)[Cl:55]. (7) Given the product [C:1]([O:9][C@@H:10]1[CH2:15][CH2:14][CH2:13][CH2:12][C:11]1=[O:16])(=[O:8])[C:2]1[CH:3]=[CH:4][CH:5]=[CH:6][CH:7]=1, predict the reactants needed to synthesize it. The reactants are: [C:1]([O:9][C:10]12[O:16][CH:11]1[CH2:12][CH2:13][CH2:14][CH2:15]2)(=[O:8])[C:2]1[CH:7]=[CH:6][CH:5]=[CH:4][CH:3]=1.CC1C=CC(S(O)(=O)=O)=CC=1. (8) Given the product [CH2:1]([C@H:3]1[CH2:4][NH:5][CH2:6][C@H:7]1[C:8]1[N:12]2[C:13]3[CH:19]=[CH:18][N:17]([S:20]([C:23]4[CH:24]=[CH:25][C:26]([CH3:27])=[CH:28][CH:29]=4)(=[O:21])=[O:22])[C:14]=3[N:15]=[CH:16][C:11]2=[N:10][CH:9]=1)[CH3:2], predict the reactants needed to synthesize it. The reactants are: [CH2:1]([C@H:3]1[C@@H:7]([C:8]2[N:12]3[C:13]4[CH:19]=[CH:18][N:17]([S:20]([C:23]5[CH:29]=[CH:28][C:26]([CH3:27])=[CH:25][CH:24]=5)(=[O:22])=[O:21])[C:14]=4[N:15]=[CH:16][C:11]3=[N:10][CH:9]=2)[CH2:6][N:5](C(OCC2C=CC=CC=2)=O)[CH2:4]1)[CH3:2].Br.